Dataset: Full USPTO retrosynthesis dataset with 1.9M reactions from patents (1976-2016). Task: Predict the reactants needed to synthesize the given product. (1) The reactants are: BrCBr.[F:4][C:5]1[CH:11]=[CH:10][CH:9]=[C:7]([OH:8])[C:6]=1[OH:12].[C:13]1(C(=CC=CC=1)O)O. Given the product [F:4][C:5]1[CH:11]=[CH:10][CH:9]=[C:7]2[O:8][CH2:13][O:12][C:6]=12, predict the reactants needed to synthesize it. (2) Given the product [CH2:1]([N:16]1[CH:11]2[CH2:12][CH2:13][CH:14]1[CH2:15][CH:9]([CH2:8][C:7]1[CH:17]=[CH:18][CH:19]=[C:5]([F:4])[CH:6]=1)[CH2:10]2)[CH3:2], predict the reactants needed to synthesize it. The reactants are: [CH2:1](I)[CH3:2].[F:4][C:5]1[CH:6]=[C:7]([CH:17]=[CH:18][CH:19]=1)[CH2:8][CH:9]1[CH2:15][CH:14]2[NH:16][CH:11]([CH2:12][CH2:13]2)[CH2:10]1.C(=O)([O-])[O-].[K+].[K+]. (3) Given the product [Cl:1][C:2]1[CH:3]=[CH:4][C:5]([C:8]2[N:9]([C:22]3[CH:23]=[CH:24][C:25]([S:28]([CH3:31])(=[O:30])=[O:29])=[CH:26][CH:27]=3)[CH:10]=[C:11]([CH2:13][S:14][C:15]3[CH:20]=[CH:19][CH:18]=[CH:17][CH:16]=3)[N:12]=2)=[CH:6][CH:7]=1, predict the reactants needed to synthesize it. The reactants are: [Cl:1][C:2]1[CH:7]=[CH:6][C:5]([C:8]2[N:9]([C:22]3[CH:27]=[CH:26][C:25]([S:28]([CH3:31])(=[O:30])=[O:29])=[CH:24][CH:23]=3)[CH2:10][C:11](O)([CH2:13][S:14][C:15]3[CH:20]=[CH:19][CH:18]=[CH:17][CH:16]=3)[N:12]=2)=[CH:4][CH:3]=1.O.C1(C)C=CC(S(O)(=O)=O)=CC=1. (4) Given the product [CH3:33][C:22]1[CH:21]=[C:20]([O:8][CH2:7][C:6]2[C:2]([CH3:1])=[N:3][N:4]([C:9]3[CH:14]=[CH:13][C:12]([C:15]([F:18])([F:16])[F:17])=[CH:11][N:10]=3)[CH:5]=2)[CH:25]=[CH:24][C:23]=1[CH2:26][CH2:27][C:28]([OH:30])=[O:29], predict the reactants needed to synthesize it. The reactants are: [CH3:1][C:2]1[C:6]([CH2:7][OH:8])=[CH:5][N:4]([C:9]2[CH:14]=[CH:13][C:12]([C:15]([F:18])([F:17])[F:16])=[CH:11][N:10]=2)[N:3]=1.O[C:20]1[CH:25]=[CH:24][C:23]([CH2:26][CH2:27][C:28]([O:30]CC)=[O:29])=[C:22]([CH3:33])[CH:21]=1.C1(P(C2C=CC=CC=2)C2C=CC=CC=2)C=CC=CC=1.N(C(OCC)=O)=NC(OCC)=O. (5) Given the product [CH2:9]([C:11]1[CH:16]=[CH:15][C:14]([O:8][C:4]2[CH:3]=[C:2]([Br:1])[CH:7]=[CH:6][CH:5]=2)=[CH:13][CH:12]=1)[CH3:10], predict the reactants needed to synthesize it. The reactants are: [Br:1][C:2]1[CH:3]=[C:4]([OH:8])[CH:5]=[CH:6][CH:7]=1.[CH2:9]([C:11]1[CH:16]=[CH:15][C:14](B(O)O)=[CH:13][CH:12]=1)[CH3:10].C(Cl)(Cl)Cl.C(N(CC)CC)C. (6) Given the product [C:49]([O:47][C:44](=[O:45])[NH:22][C:15]1[N:16]=[C:12]([CH2:11][C:9]2[O:10][C:6]([C:3](=[O:5])[CH3:4])=[CH:7][CH:8]=2)[S:13][CH:14]=1)([CH3:55])([CH3:54])[CH3:50], predict the reactants needed to synthesize it. The reactants are: N#N.[C:3]([C:6]1[O:10][C:9]([CH2:11][C:12]2[S:13][CH:14]=[C:15](C(O)=O)[N:16]=2)=[CH:8][CH:7]=1)(=[O:5])[CH3:4].CC[N:22](CC)CC.C1C=CC(P(N=[N+]=[N-])(C2C=CC=CC=2)=O)=CC=1.[C:44]([O-:47])(O)=[O:45].[Na+].[C:49]1([CH3:55])[CH:54]=CC=C[CH:50]=1. (7) Given the product [CH3:29][N:30]1[CH2:35][CH2:34][N:33]([C:2]2[CH:28]=[C:5]3[CH2:6][N:7]([C:10]([O:12][CH2:13][C:14]4[CH:19]=[C:18]([C:20]([F:23])([F:22])[F:21])[CH:17]=[C:16]([C:24]([F:27])([F:26])[F:25])[CH:15]=4)=[O:11])[CH2:8][CH2:9][N:4]3[N:3]=2)[CH2:32][CH2:31]1, predict the reactants needed to synthesize it. The reactants are: Br[C:2]1[CH:28]=[C:5]2[CH2:6][N:7]([C:10]([O:12][CH2:13][C:14]3[CH:19]=[C:18]([C:20]([F:23])([F:22])[F:21])[CH:17]=[C:16]([C:24]([F:27])([F:26])[F:25])[CH:15]=3)=[O:11])[CH2:8][CH2:9][N:4]2[N:3]=1.[CH3:29][N:30]1[CH2:35][CH2:34][NH:33][CH2:32][CH2:31]1. (8) Given the product [F:30][C:31]1[CH:36]=[CH:35][C:34]([C:2]2[CH:3]=[C:4]3[C:9](=[C:10]([O:12][CH2:13][O:14][CH2:15][CH2:16][Si:17]([CH3:20])([CH3:19])[CH3:18])[CH:11]=2)[N:8]=[CH:7][N:6]([CH2:21][O:22][CH2:23][CH2:24][Si:25]([CH3:28])([CH3:27])[CH3:26])[C:5]3=[O:29])=[CH:33][CH:32]=1, predict the reactants needed to synthesize it. The reactants are: Br[C:2]1[CH:3]=[C:4]2[C:9](=[C:10]([O:12][CH2:13][O:14][CH2:15][CH2:16][Si:17]([CH3:20])([CH3:19])[CH3:18])[CH:11]=1)[N:8]=[CH:7][N:6]([CH2:21][O:22][CH2:23][CH2:24][Si:25]([CH3:28])([CH3:27])[CH3:26])[C:5]2=[O:29].[F:30][C:31]1[CH:36]=[CH:35][C:34](B(O)O)=[CH:33][CH:32]=1.C1C2C(=CC=CC=2)CCC=1B(O)O.C(=O)([O-])[O-].[K+].[K+]. (9) Given the product [CH:22]([O:21][C:18]1[CH:17]=[CH:16][C:15]([C:11]2[CH:12]=[C:13]3[C:8](=[CH:9][CH:10]=2)[N:7]([C:26]2[CH:31]=[CH:30][CH:29]=[CH:28][CH:27]=2)[C:6]([C:4]([OH:3])=[O:5])=[CH:14]3)=[CH:20][CH:19]=1)([CH3:23])[CH3:24], predict the reactants needed to synthesize it. The reactants are: C([O:3][C:4]([C:6]1[NH:7][C:8]2[C:13]([CH:14]=1)=[CH:12][C:11]([C:15]1[CH:20]=[CH:19][C:18]([O:21][CH:22]([CH3:24])[CH3:23])=[CH:17][CH:16]=1)=[CH:10][CH:9]=2)=[O:5])C.I[C:26]1[CH:31]=[CH:30][CH:29]=[CH:28][CH:27]=1. (10) Given the product [Cl-:1].[Cl-:1].[C:3](=[Zr+2:6]([CH:20]1[C:28]2[CH2:27][CH2:26][CH2:25][CH2:24][C:23]=2[C:22]([C:29]([CH3:32])([CH3:31])[CH3:30])=[CH:21]1)[CH:7]1[C:15]2[CH2:14][CH2:13][CH2:12][CH2:11][C:10]=2[C:9]([C:16]([CH3:19])([CH3:18])[CH3:17])=[CH:8]1)([CH3:4])[CH3:5], predict the reactants needed to synthesize it. The reactants are: [Cl-:1].[Cl-].[C:3](=[Zr+2:6]([CH:20]1[C:28]2[C:23](=[CH:24][CH:25]=[CH:26][CH:27]=2)[C:22]([C:29]([CH3:32])([CH3:31])[CH3:30])=[CH:21]1)[CH:7]1[C:15]2[C:10](=[CH:11][CH:12]=[CH:13][CH:14]=2)[C:9]([C:16]([CH3:19])([CH3:18])[CH3:17])=[CH:8]1)([CH3:5])[CH3:4].